From a dataset of Forward reaction prediction with 1.9M reactions from USPTO patents (1976-2016). Predict the product of the given reaction. (1) Given the reactants CC1(C)C(C)(C)OB([C:9]2[C:30]([CH3:31])=[CH:29][C:12]([O:13][CH2:14][C:15]3[C:20]([CH3:21])=[CH:19][CH:18]=[CH:17][C:16]=3[N:22]3[C:26](=[O:27])[N:25]([CH3:28])[N:24]=[N:23]3)=[C:11]([CH3:32])[CH:10]=2)O1.[OH-].[Na+].OO.S([O-])([O-])(=[O:40])=S.[Na+].[Na+], predict the reaction product. The product is: [OH:40][C:9]1[C:30]([CH3:31])=[CH:29][C:12]([O:13][CH2:14][C:15]2[C:20]([CH3:21])=[CH:19][CH:18]=[CH:17][C:16]=2[N:22]2[C:26](=[O:27])[N:25]([CH3:28])[N:24]=[N:23]2)=[C:11]([CH3:32])[CH:10]=1. (2) Given the reactants C(OC([NH:8][CH:9]([CH2:13][C:14]1[CH:19]=[CH:18][C:17]([O:20][C:21]2[CH:26]=[CH:25][C:24]([C:27](=[O:30])[NH:28][OH:29])=[CH:23][CH:22]=2)=[CH:16][CH:15]=1)[C:10]([OH:12])=[O:11])=O)(C)(C)C.C(Cl)[Cl:32], predict the reaction product. The product is: [ClH:32].[NH2:8][CH:9]([CH2:13][C:14]1[CH:15]=[CH:16][C:17]([O:20][C:21]2[CH:26]=[CH:25][C:24]([C:27](=[O:30])[NH:28][OH:29])=[CH:23][CH:22]=2)=[CH:18][CH:19]=1)[C:10]([OH:12])=[O:11]. (3) Given the reactants [C:1]([O:5][CH2:6][CH3:7])(=[O:4])[NH:2][NH2:3].[I:8][C:9]1[CH:10]=[C:11]([N:15]=[C:16]=[O:17])[CH:12]=[CH:13][CH:14]=1.C(O)C, predict the reaction product. The product is: [I:8][C:9]1[CH:10]=[C:11]([NH:15][C:16]([NH:3][NH:2][C:1]([O:5][CH2:6][CH3:7])=[O:4])=[O:17])[CH:12]=[CH:13][CH:14]=1. (4) Given the reactants [F:1][C:2]1[CH:7]=[CH:6][C:5]([O:8][C:9]([F:12])([F:11])[F:10])=[CH:4][C:3]=1[CH2:13][NH2:14].[Br:15][C:16]1[S:20][C:19]2=[N:21][C:22]([C:24](O)=[O:25])=[CH:23][N:18]2[CH:17]=1, predict the reaction product. The product is: [Br:15][C:16]1[S:20][C:19]2=[N:21][C:22]([C:24]([NH:14][CH2:13][C:3]3[CH:4]=[C:5]([O:8][C:9]([F:11])([F:12])[F:10])[CH:6]=[CH:7][C:2]=3[F:1])=[O:25])=[CH:23][N:18]2[CH:17]=1. (5) Given the reactants [F:1][C:2]1[CH:3]=[N:4][C:5]([N:8]2[CH2:16][CH:15]3[C:10]([C:26]4[CH:27]=[N:28][CH:29]=[CH:30][CH:31]=4)([N:11]=[C:12]([NH:17]C(=O)C4C=CC=CC=4)[S:13][CH2:14]3)[CH2:9]2)=[N:6][CH:7]=1.N1C=CC=CC=1.Cl.CON, predict the reaction product. The product is: [F:1][C:2]1[CH:7]=[N:6][C:5]([N:8]2[CH2:16][CH:15]3[C:10]([C:26]4[CH:27]=[N:28][CH:29]=[CH:30][CH:31]=4)([N:11]=[C:12]([NH2:17])[S:13][CH2:14]3)[CH2:9]2)=[N:4][CH:3]=1. (6) Given the reactants [NH2:1][CH2:2][C@@H:3]1[C@@H:11]([C@@:12]2([CH3:21])[CH2:17][CH2:16][C@H:15]([OH:18])[CH2:14][C@@H:13]2[CH2:19][OH:20])[CH2:10][CH2:9][C@@:8]2([CH3:22])[C@H:4]1[CH2:5][CH2:6][C:7]2=[CH2:23].[F:24][C:25]1([F:36])[O:29][C:28]2[CH:30]=[CH:31][C:32]([CH:34]=O)=[CH:33][C:27]=2[O:26]1.[BH4-].[Na+], predict the reaction product. The product is: [F:36][C:25]1([F:24])[O:29][C:28]2[CH:30]=[CH:31][C:32]([CH2:34][NH:1][CH2:2][C@@H:3]3[C@@H:11]([C@@:12]4([CH3:21])[CH2:17][CH2:16][C@H:15]([OH:18])[CH2:14][C@@H:13]4[CH2:19][OH:20])[CH2:10][CH2:9][C@@:8]4([CH3:22])[C@H:4]3[CH2:5][CH2:6][C:7]4=[CH2:23])=[CH:33][C:27]=2[O:26]1. (7) Given the reactants [NH2:1][C:2]1[CH:7]=[CH:6][C:5]([N:8]2[C:14](=[O:15])[CH2:13][C:12](=[O:16])[NH:11][C:10]3[C:17]4[C:22]([CH:23]=[CH:24][C:9]2=3)=[CH:21][CH:20]=[CH:19][CH:18]=4)=[CH:4][CH:3]=1.[Cl:25][C:26]1[CH:31]=[CH:30][CH:29]=[CH:28][C:27]=1[CH2:32][S:33](Cl)(=[O:35])=[O:34], predict the reaction product. The product is: [Cl:25][C:26]1[CH:31]=[CH:30][CH:29]=[CH:28][C:27]=1[CH2:32][S:33]([NH:1][C:2]1[CH:7]=[CH:6][C:5]([N:8]2[C:14](=[O:15])[CH2:13][C:12](=[O:16])[NH:11][C:10]3[C:17]4[C:22]([CH:23]=[CH:24][C:9]2=3)=[CH:21][CH:20]=[CH:19][CH:18]=4)=[CH:4][CH:3]=1)(=[O:35])=[O:34].